Predict which catalyst facilitates the given reaction. From a dataset of Catalyst prediction with 721,799 reactions and 888 catalyst types from USPTO. (1) Reactant: [H-].[H-].[H-].[H-].[Li+].[Al+3].[Cl:7][C:8]1[CH:9]=[C:10]([CH:14]([OH:17])[C:15]#[N:16])[CH:11]=[CH:12][CH:13]=1.[OH-].[Na+]. Product: [NH2:16][CH2:15][CH:14]([C:10]1[CH:11]=[CH:12][CH:13]=[C:8]([Cl:7])[CH:9]=1)[OH:17]. The catalyst class is: 1. (2) Reactant: [CH2:1]([N:8]1[CH2:13][C:12]([CH3:15])([CH3:14])[O:11][C:10](=[O:16])[CH:9]1[CH2:17][C:18]([OH:20])=O)[C:2]1[CH:7]=[CH:6][CH:5]=[CH:4][CH:3]=1.C(N(C(C)C)CC)(C)C.CN(C(ON1N=NC2C=CC=NC1=2)=[N+](C)C)C.F[P-](F)(F)(F)(F)F.[CH:54]([C:57]1[CH:63]=[CH:62][C:60]([NH2:61])=[CH:59][CH:58]=1)([CH3:56])[CH3:55]. Product: [CH2:1]([N:8]1[CH2:13][C:12]([CH3:14])([CH3:15])[O:11][C:10](=[O:16])[CH:9]1[CH2:17][C:18]([NH:61][C:60]1[CH:62]=[CH:63][C:57]([CH:54]([CH3:56])[CH3:55])=[CH:58][CH:59]=1)=[O:20])[C:2]1[CH:3]=[CH:4][CH:5]=[CH:6][CH:7]=1. The catalyst class is: 3.